This data is from Catalyst prediction with 721,799 reactions and 888 catalyst types from USPTO. The task is: Predict which catalyst facilitates the given reaction. (1) Reactant: C1(P(=[CH:20][C:21]([O:23][CH3:24])=[O:22])(C2C=CC=CC=2)C2C=CC=CC=2)C=CC=CC=1.[C:25]1([CH:31]([C:37]2[CH:42]=[CH:41][CH:40]=[CH:39][CH:38]=2)[N:32]2[CH2:35][C:34](=O)[CH2:33]2)[CH:30]=[CH:29][CH:28]=[CH:27][CH:26]=1. Product: [C:25]1([CH:31]([C:37]2[CH:42]=[CH:41][CH:40]=[CH:39][CH:38]=2)[N:32]2[CH2:35][C:34](=[CH:20][C:21]([O:23][CH3:24])=[O:22])[CH2:33]2)[CH:30]=[CH:29][CH:28]=[CH:27][CH:26]=1. The catalyst class is: 1. (2) Reactant: C(OC(=O)[NH:7][C@@H:8]([C:11]1[CH:16]=[CH:15][C:14]([Cl:17])=[C:13]([C:18](=[O:28])[C:19]2[CH:24]=[CH:23][C:22]([NH2:25])=[C:21]([C:26]#[N:27])[CH:20]=2)[C:12]=1[F:29])[CH2:9][CH3:10])(C)(C)C.Cl.O1CCOCC1. Product: [NH2:25][C:22]1[CH:23]=[CH:24][C:19]([C:18](=[O:28])[C:13]2[C:14]([Cl:17])=[CH:15][CH:16]=[C:11]([C@H:8]([NH2:7])[CH2:9][CH3:10])[C:12]=2[F:29])=[CH:20][C:21]=1[C:26]#[N:27]. The catalyst class is: 2. (3) Reactant: C(OC([N:8]1[CH2:12][C:11](=[O:13])[CH:10]([CH2:14][N:15]([CH:32]([CH3:34])[CH3:33])[C:16](=[O:31])[C:17]2[CH:22]=[CH:21][C:20]([O:23][CH3:24])=[C:19]([O:25][CH2:26][CH2:27][CH2:28][O:29][CH3:30])[CH:18]=2)[CH2:9]1)=O)(C)(C)C.CC#N.O.CC#N. Product: [CH:32]([N:15]([CH2:14][C@H:10]1[C:11](=[O:13])[CH2:12][NH:8][CH2:9]1)[C:16](=[O:31])[C:17]1[CH:22]=[CH:21][C:20]([O:23][CH3:24])=[C:19]([O:25][CH2:26][CH2:27][CH2:28][O:29][CH3:30])[CH:18]=1)([CH3:34])[CH3:33]. The catalyst class is: 6. (4) The catalyst class is: 19. Reactant: C(OC(=O)[NH:10][C@H:11]1[CH2:16][CH2:15][CH2:14][C@H:13]([N:17](C(OCC2C=CC=CC=2)=O)[C:18]2[N:27]=[C:26]([CH3:28])[C:25]3[C:20](=[CH:21][CH:22]=[CH:23][CH:24]=3)[N:19]=2)[CH2:12]1)C1C=CC=CC=1. Product: [CH3:28][C:26]1[C:25]2[C:20](=[CH:21][CH:22]=[CH:23][CH:24]=2)[N:19]=[C:18]([NH:17][C@H:13]2[CH2:14][CH2:15][CH2:16][C@H:11]([NH2:10])[CH2:12]2)[N:27]=1.